Dataset: Full USPTO retrosynthesis dataset with 1.9M reactions from patents (1976-2016). Task: Predict the reactants needed to synthesize the given product. (1) Given the product [ClH:27].[CH2:25]1[O:26][C:18]2[CH:17]=[CH:16][C:21]([C@H:22]3[C:5]4[NH:6][C:7]5[C:12]([C:4]=4[CH2:3][C@@H:2]([C:13]([O:15][CH3:28])=[O:14])[NH:1]3)=[CH:11][CH:10]=[CH:9][CH:8]=5)=[CH:20][C:19]=2[O:24]1, predict the reactants needed to synthesize it. The reactants are: [NH2:1][C@H:2]([C:13]([OH:15])=[O:14])[CH2:3][C:4]1[C:12]2[C:7](=[CH:8][CH:9]=[CH:10][CH:11]=2)[NH:6][CH:5]=1.[CH:16]1[C:21]([CH:22]=O)=[CH:20][C:19]2[O:24][CH2:25][O:26][C:18]=2[CH:17]=1.[ClH:27].[CH3:28]O. (2) Given the product [C:29]([C:28]1[CH:27]=[C:26]([NH:25][S:13]([C:10]2[CH:11]=[CH:12][C:3]([O:2][CH3:1])=[C:4]3[C:9]=2[O:8][CH2:7][C@H:6]([N:17]([CH3:24])[C:18](=[O:23])[C:19]([F:22])([F:21])[F:20])[CH2:5]3)(=[O:15])=[O:14])[CH:33]=[CH:32][CH:31]=1)#[N:30], predict the reactants needed to synthesize it. The reactants are: [CH3:1][O:2][C:3]1[CH:12]=[CH:11][C:10]([S:13](Cl)(=[O:15])=[O:14])=[C:9]2[C:4]=1[CH2:5][C@@H:6]([N:17]([CH3:24])[C:18](=[O:23])[C:19]([F:22])([F:21])[F:20])[CH2:7][O:8]2.[NH2:25][C:26]1[CH:27]=[C:28]([CH:31]=[CH:32][CH:33]=1)[C:29]#[N:30].N1C=CC=CC=1.CCOC(C)=O. (3) Given the product [CH3:4][O:3][P:2]([CH2:1][C:18](=[O:17])[CH2:19][CH2:20][CH2:21][CH2:22][C:23]1[N:28]=[C:27]2[NH:29][CH2:30][CH2:31][C:26]2=[CH:25][CH:24]=1)(=[O:7])[O:5][CH3:6], predict the reactants needed to synthesize it. The reactants are: [CH3:1][P:2](=[O:7])([O:5][CH3:6])[O:3][CH3:4].[Li]CCCC.C([O:17][C:18](=O)[CH2:19][CH2:20][CH2:21][CH2:22][C:23]1[N:28]=[C:27]2[NH:29][CH2:30][CH2:31][C:26]2=[CH:25][CH:24]=1)CCC. (4) Given the product [CH3:1][C@@H:2]1[C@H:7]([N:8]2[CH2:12][CH2:11][N:10]([CH3:27])[C:9]2=[O:13])[CH2:6][CH2:5][CH2:4][N:3]1[C:14]([O:16][CH2:17][C:18]1[CH:23]=[CH:22][CH:21]=[CH:20][CH:19]=1)=[O:15], predict the reactants needed to synthesize it. The reactants are: [CH3:1][C@@H:2]1[C@H:7]([N:8]2[CH2:12][CH2:11][NH:10][C:9]2=[O:13])[CH2:6][CH2:5][CH2:4][N:3]1[C:14]([O:16][CH2:17][C:18]1[CH:23]=[CH:22][CH:21]=[CH:20][CH:19]=1)=[O:15].[H-].[Na+].I[CH3:27]. (5) Given the product [CH:1]([C:4]1[C:5]([S:13]([C:16]2[CH:21]=[CH:20][C:19]([O:22][CH2:23][CH2:24][CH2:25][NH:33][CH2:32][C:31]3[CH:34]=[C:35]([O:39][CH3:40])[C:36]([O:37][CH3:38])=[C:29]([O:28][CH3:27])[CH:30]=3)=[CH:18][CH:17]=2)(=[O:15])=[O:14])=[C:6]2[N:11]([CH:12]=1)[CH:10]=[CH:9][CH:8]=[CH:7]2)([CH3:3])[CH3:2], predict the reactants needed to synthesize it. The reactants are: [CH:1]([C:4]1[C:5]([S:13]([C:16]2[CH:21]=[CH:20][C:19]([O:22][CH2:23][CH2:24][CH2:25]Br)=[CH:18][CH:17]=2)(=[O:15])=[O:14])=[C:6]2[N:11]([CH:12]=1)[CH:10]=[CH:9][CH:8]=[CH:7]2)([CH3:3])[CH3:2].[CH3:27][O:28][C:29]1[CH:30]=[C:31]([CH:34]=[C:35]([O:39][CH3:40])[C:36]=1[O:37][CH3:38])[CH2:32][NH2:33].C(N(CC)CC)C. (6) Given the product [CH2:22]([N:29]1[CH2:34][CH2:33][N:32]([C:19]([C:11]2[N:10]=[CH:9][N:8]([C@H:3]3[CH2:4][CH2:5][CH2:6][CH2:7][C@H:2]3[OH:1])[C:12]=2[C:13]2[CH:18]=[CH:17][CH:16]=[CH:15][CH:14]=2)=[O:20])[C@H:31](/[CH:35]=[CH:36]/[C:37]2[CH:42]=[CH:41][CH:40]=[CH:39][C:38]=2[F:43])[CH2:30]1)[C:23]1[CH:24]=[CH:25][CH:26]=[CH:27][CH:28]=1, predict the reactants needed to synthesize it. The reactants are: [OH:1][C@@H:2]1[CH2:7][CH2:6][CH2:5][CH2:4][C@@H:3]1[N:8]1[C:12]([C:13]2[CH:18]=[CH:17][CH:16]=[CH:15][CH:14]=2)=[C:11]([C:19](O)=[O:20])[N:10]=[CH:9]1.[CH2:22]([N:29]1[CH2:34][CH2:33][NH:32][C@H:31](/[CH:35]=[CH:36]/[C:37]2[CH:42]=[CH:41][CH:40]=[CH:39][C:38]=2[F:43])[CH2:30]1)[C:23]1[CH:28]=[CH:27][CH:26]=[CH:25][CH:24]=1.CCN=C=NCCCN(C)C.Cl.C1C=CC2N(O)N=NC=2C=1.C(N(CC)C(C)C)(C)C.C(=O)([O-])O.[Na+]. (7) Given the product [F:3][C:4]1[CH:5]=[C:6]([CH2:21][OH:22])[C:7]2[C:8]3[C:13]([C:14]=2[CH:15]=1)=[CH:12][C:11]([F:16])=[CH:10][C:9]=3[CH2:17][OH:18], predict the reactants needed to synthesize it. The reactants are: [BH4-].[Na+].[F:3][C:4]1[CH:5]=[C:6]([C:21](OC)=[O:22])[C:7]2[C:8]3[C:13]([C:14]=2[CH:15]=1)=[CH:12][C:11]([F:16])=[CH:10][C:9]=3[C:17](OC)=[O:18].CO.